Dataset: Full USPTO retrosynthesis dataset with 1.9M reactions from patents (1976-2016). Task: Predict the reactants needed to synthesize the given product. (1) The reactants are: Cl.[CH2:2]([C:4]1[S:5][CH:6]=[C:7]([C:9]([NH2:11])=[NH:10])[N:8]=1)[CH3:3].[O-]CC.[Na+].C(O[CH:19]=[CH:20][C:21]#[N:22])C. Given the product [CH2:2]([C:4]1[S:5][CH:6]=[C:7]([C:9]2[N:11]=[C:21]([NH2:22])[CH:20]=[CH:19][N:10]=2)[N:8]=1)[CH3:3], predict the reactants needed to synthesize it. (2) Given the product [I:20][C:21]1[CH:22]=[C:23]([CH:27]=[CH:28][C:29]=1[CH3:30])[C:24]([NH:13][C:12]1[CH:14]=[CH:15][C:9]([CH2:8][N:5]2[CH2:6][CH2:7][N:2]([CH3:1])[CH2:3][CH2:4]2)=[C:10]([C:16]([F:19])([F:17])[F:18])[CH:11]=1)=[O:25], predict the reactants needed to synthesize it. The reactants are: [CH3:1][N:2]1[CH2:7][CH2:6][N:5]([CH2:8][C:9]2[CH:15]=[CH:14][C:12]([NH2:13])=[CH:11][C:10]=2[C:16]([F:19])([F:18])[F:17])[CH2:4][CH2:3]1.[I:20][C:21]1[CH:22]=[C:23]([CH:27]=[CH:28][C:29]=1[CH3:30])[C:24](Cl)=[O:25].O1CCCC1. (3) Given the product [Cl:1][C:2]1[C:7]([CH3:8])=[CH:6][N:5]=[C:4]([C:9]([NH:26][C:24]2[CH:23]=[CH:22][CH:21]=[C:20]([C:16]3[N:15]([CH:12]4[CH2:14][CH2:13]4)[CH:19]=[N:18][N:17]=3)[N:25]=2)=[O:11])[CH:3]=1, predict the reactants needed to synthesize it. The reactants are: [Cl:1][C:2]1[C:7]([CH3:8])=[CH:6][N:5]=[C:4]([C:9]([OH:11])=O)[CH:3]=1.[CH:12]1([N:15]2[CH:19]=[N:18][N:17]=[C:16]2[C:20]2[N:25]=[C:24]([NH2:26])[CH:23]=[CH:22][CH:21]=2)[CH2:14][CH2:13]1.F[P-](F)(F)(F)(F)F.N1(OC(N(C)C)=[N+](C)C)C2N=CC=CC=2N=N1.CN1CCOCC1. (4) Given the product [ClH:1].[ClH:1].[CH:16]1([OH:22])[CH2:21][CH2:20][CH2:19][CH2:18][CH2:17]1, predict the reactants needed to synthesize it. The reactants are: [Cl:1]C1C=C(C([C:16]2([OH:22])[CH2:21][CH2:20][CH2:19][CH2:18][CH2:17]2)CN2CCNCC2)C=CC=1.COC1C=C2C(=CC=1)C=C(C=O)C=C2.C(O[BH-](OC(=O)C)OC(=O)C)(=O)C.[Na+]. (5) Given the product [Br:8][C:9]([F:16])([F:15])[C:10]([NH:7][CH2:6][C:2]1[O:1][CH:5]=[CH:4][CH:3]=1)=[O:11], predict the reactants needed to synthesize it. The reactants are: [O:1]1[CH:5]=[CH:4][CH:3]=[C:2]1[CH2:6][NH2:7].[Br:8][C:9]([F:16])([F:15])[C:10](OCC)=[O:11].C([O-])([O-])=O.[K+].[K+].